Dataset: Peptide-MHC class II binding affinity with 134,281 pairs from IEDB. Task: Regression. Given a peptide amino acid sequence and an MHC pseudo amino acid sequence, predict their binding affinity value. This is MHC class II binding data. The peptide sequence is VIPAGELQVIEKVDAAFKVA. The MHC is HLA-DQA10501-DQB10301 with pseudo-sequence HLA-DQA10501-DQB10301. The binding affinity (normalized) is 0.491.